This data is from Experimentally validated miRNA-target interactions with 360,000+ pairs, plus equal number of negative samples. The task is: Binary Classification. Given a miRNA mature sequence and a target amino acid sequence, predict their likelihood of interaction. The miRNA is mmu-miR-342-3p with sequence UCUCACACAGAAAUCGCACCCGU. The protein sequence of the target gene is MGFLLLWFCVLFLLVSRLRAVSFPEDDEPLNTVDYHYSRQYPVFRGRPSGNESQHRLDFQLMLKIRDTLYIAGRDQVYTVNLNEIPQTEVIPSKKLTWRSRQQDRENCAMKGKHKDECHNFIKVFVPRNDEMVFVCGTNAFNPMCRYYRLRTLEYDGEEISGLARCPFDARQTNVALFADGKLYSATVADFLASDAVIYRSMGDGSALRTIKYDSKWIKEPHFLHAIEYGNYVYFFFREIAVEHNNLGKAVYSRVARICKNDMGGSQRVLEKHWTSFLKARLNCSVPGDSFFYFDVLQSI.... Result: 1 (interaction).